Dataset: NCI-60 drug combinations with 297,098 pairs across 59 cell lines. Task: Regression. Given two drug SMILES strings and cell line genomic features, predict the synergy score measuring deviation from expected non-interaction effect. (1) Drug 1: C1=CN(C(=O)N=C1N)C2C(C(C(O2)CO)O)O.Cl. Drug 2: CCC1(C2=C(COC1=O)C(=O)N3CC4=CC5=C(C=CC(=C5CN(C)C)O)N=C4C3=C2)O.Cl. Cell line: OVCAR-4. Synergy scores: CSS=7.58, Synergy_ZIP=-2.64, Synergy_Bliss=-1.32, Synergy_Loewe=-1.99, Synergy_HSA=-1.88. (2) Drug 1: C1=CC=C(C=C1)NC(=O)CCCCCCC(=O)NO. Drug 2: C1CC(=O)NC(=O)C1N2C(=O)C3=CC=CC=C3C2=O. Cell line: NCI/ADR-RES. Synergy scores: CSS=1.90, Synergy_ZIP=-1.34, Synergy_Bliss=1.99, Synergy_Loewe=-6.99, Synergy_HSA=-3.64.